From a dataset of Forward reaction prediction with 1.9M reactions from USPTO patents (1976-2016). Predict the product of the given reaction. Given the reactants [C:1]([CH2:4][C:5]1[C:13]([Cl:14])=[CH:12][CH:11]=[CH:10][C:6]=1[C:7]([OH:9])=O)([OH:3])=O.[CH3:15][C:16]1[CH:23]=[C:22]([CH3:24])[CH:21]=[CH:20][C:17]=1[CH2:18][NH2:19].CC(C)=O.CO, predict the reaction product. The product is: [Cl:14][C:13]1[CH:12]=[CH:11][CH:10]=[C:6]2[C:5]=1[CH2:4][C:1](=[O:3])[N:19]([CH2:18][C:17]1[CH:20]=[CH:21][C:22]([CH3:24])=[CH:23][C:16]=1[CH3:15])[C:7]2=[O:9].